From a dataset of Catalyst prediction with 721,799 reactions and 888 catalyst types from USPTO. Predict which catalyst facilitates the given reaction. (1) Reactant: Br[C:2]1[S:3][C:4]([N+:7]([O-:9])=[O:8])=[CH:5][N:6]=1.CN(C)C=O.[C:15]1([C:21]2[NH:30][C:24]3[N:25]=[CH:26][N:27]=[C:28]([SH:29])[C:23]=3[CH:22]=2)[CH:20]=[CH:19][CH:18]=[CH:17][CH:16]=1.N1C=CC=CC=1. Product: [N+:7]([C:4]1[S:3][C:2]([S:29][C:28]2[C:23]3[CH:22]=[C:21]([C:15]4[CH:20]=[CH:19][CH:18]=[CH:17][CH:16]=4)[NH:30][C:24]=3[N:25]=[CH:26][N:27]=2)=[N:6][CH:5]=1)([O-:9])=[O:8]. The catalyst class is: 6. (2) Reactant: [Cl:1][C:2]1[CH:10]=[CH:9][C:5]([CH2:6][C:7]#[N:8])=[CH:4][CH:3]=1.[Cl:11][C:12]1[CH:13]=[C:14]([CH:17]=[CH:18][CH:19]=1)[CH:15]=O.C[O-].[Na+]. Product: [Cl:11][C:12]1[CH:13]=[C:14](/[CH:15]=[C:6](/[C:5]2[CH:9]=[CH:10][C:2]([Cl:1])=[CH:3][CH:4]=2)\[C:7]#[N:8])[CH:17]=[CH:18][CH:19]=1. The catalyst class is: 5.